This data is from Catalyst prediction with 721,799 reactions and 888 catalyst types from USPTO. The task is: Predict which catalyst facilitates the given reaction. (1) Reactant: [C:1]([C:4]1[CH:9]=[CH:8][C:7]([C:10]2[C:11]([S:16]([NH:19][C:20]([CH3:23])([CH3:22])[CH3:21])(=[O:18])=[O:17])=[CH:12][CH:13]=[CH:14][CH:15]=2)=[CH:6][C:5]=1[F:24])(=O)[CH3:2].II.[NH2:27][C:28]([NH2:30])=[S:29]. Product: [NH2:30][C:28]1[S:29][CH:2]=[C:1]([C:4]2[CH:9]=[CH:8][C:7]([C:10]3[C:11]([S:16]([NH:19][C:20]([CH3:23])([CH3:22])[CH3:21])(=[O:18])=[O:17])=[CH:12][CH:13]=[CH:14][CH:15]=3)=[CH:6][C:5]=2[F:24])[N:27]=1. The catalyst class is: 14. (2) Reactant: [CH2:1]([O:3][C:4](=[O:10])[C@H:5]([CH:7]([CH3:9])[CH3:8])[NH2:6])[CH3:2].ClCCl.Cl[CH2:15]/[CH:16]=[CH:17]\[CH2:18]Cl.CCCCCC. Product: [CH3:8][CH:7]([CH3:9])[C@H:5]([N:6]1[CH2:18][CH:17]=[CH:16][CH2:15]1)[C:4]([O:3][CH2:1][CH3:2])=[O:10]. The catalyst class is: 195. (3) Product: [C:1]([O:5][C:6]([N:8]1[CH2:13][CH2:12][CH:11]2[CH:10]([C:22]([OH:24])=[C:16]([C:17]([O:19][CH3:20])=[O:18])[C:15](=[O:21])[NH:14]2)[CH2:9]1)=[O:7])([CH3:3])([CH3:4])[CH3:2]. Reactant: [C:1]([O:5][C:6]([N:8]1[CH2:13][CH2:12][CH:11]([NH:14][C:15](=[O:21])[CH2:16][C:17]([O:19][CH3:20])=[O:18])[CH:10]([C:22]([O:24]C)=O)[CH2:9]1)=[O:7])([CH3:4])([CH3:3])[CH3:2].C[O-].[Na+].CO.N#N. The catalyst class is: 1. (4) Reactant: [CH3:1][C:2]1[CH:6]=[C:5]([CH3:7])[NH:4][N:3]=1.[H-].[Na+].F[C:11]1[CH:18]=[CH:17][C:14]([C:15]#[N:16])=[CH:13][CH:12]=1. Product: [CH3:1][C:2]1[CH:6]=[C:5]([CH3:7])[N:4]([C:11]2[CH:18]=[CH:17][C:14]([C:15]#[N:16])=[CH:13][CH:12]=2)[N:3]=1. The catalyst class is: 3. (5) Reactant: [CH3:1][O:2][C:3]([C:5]1[C:13]2[C:8](=[CH:9][C:10]([C:14]3[CH2:19][CH2:18][CH:17]([O:20][Si](C(C)(C)C)(C)C)[CH2:16][CH:15]=3)=[CH:11][CH:12]=2)[N:7]([CH3:28])[CH:6]=1)=[O:4].[N+](CCCC)(CCCC)(CCCC)CCCC.[F-]. Product: [CH3:1][O:2][C:3]([C:5]1[C:13]2[C:8](=[CH:9][C:10]([C:14]3[CH2:19][CH2:18][CH:17]([OH:20])[CH2:16][CH:15]=3)=[CH:11][CH:12]=2)[N:7]([CH3:28])[CH:6]=1)=[O:4]. The catalyst class is: 1. (6) Reactant: [CH3:1][O:2][C:3]1[CH:12]=[CH:11][C:10]2[C:5](=[CH:6][CH:7]=[CH:8][CH:9]=2)[CH:4]=1.C([Li])CCC.[CH3:18][S:19]SC. Product: [CH3:1][O:2][C:3]1[C:12]([S:19][CH3:18])=[CH:11][C:10]2[C:5](=[CH:6][CH:7]=[CH:8][CH:9]=2)[CH:4]=1. The catalyst class is: 1. (7) Reactant: ClCCl.[CH3:4][C:5]1[O:9][C:8]([C:10]2[N:15]=[C:14]([NH2:16])[CH:13]=[C:12]([C:17]3[S:18][CH:19]=[CH:20][N:21]=3)[N:11]=2)=[CH:7][CH:6]=1.[Cl:22][CH2:23][C:24](Cl)=[O:25]. Product: [Cl:22][CH2:23][C:24]([NH:16][C:14]1[CH:13]=[C:12]([C:17]2[S:18][CH:19]=[CH:20][N:21]=2)[N:11]=[C:10]([C:8]2[O:9][C:5]([CH3:4])=[CH:6][CH:7]=2)[N:15]=1)=[O:25]. The catalyst class is: 17. (8) Reactant: [I:1][C:2]1[CH:3]=[CH:4][CH:5]=[C:6]2[C:11]=1[N:10]=[C:9](S(C)(=O)=O)[N:8]([CH2:16][CH2:17][O:18][CH3:19])[C:7]2=[O:20].[C:21]([NH2:25])([CH3:24])([CH3:23])[CH3:22].[OH-].[Na+]. Product: [C:21]([NH:25][C:9]1[N:8]([CH2:16][CH2:17][O:18][CH3:19])[C:7](=[O:20])[C:6]2[C:11](=[C:2]([I:1])[CH:3]=[CH:4][CH:5]=2)[N:10]=1)([CH3:24])([CH3:23])[CH3:22]. The catalyst class is: 16.